This data is from NCI-60 drug combinations with 297,098 pairs across 59 cell lines. The task is: Regression. Given two drug SMILES strings and cell line genomic features, predict the synergy score measuring deviation from expected non-interaction effect. (1) Drug 1: CCCCCOC(=O)NC1=NC(=O)N(C=C1F)C2C(C(C(O2)C)O)O. Drug 2: CNC(=O)C1=NC=CC(=C1)OC2=CC=C(C=C2)NC(=O)NC3=CC(=C(C=C3)Cl)C(F)(F)F. Cell line: PC-3. Synergy scores: CSS=-3.03, Synergy_ZIP=0.602, Synergy_Bliss=-2.76, Synergy_Loewe=-3.46, Synergy_HSA=-4.83. (2) Drug 1: CN(C)C1=NC(=NC(=N1)N(C)C)N(C)C. Drug 2: CC1=C(C(=O)C2=C(C1=O)N3CC4C(C3(C2COC(=O)N)OC)N4)N. Cell line: SF-539. Synergy scores: CSS=8.73, Synergy_ZIP=-7.04, Synergy_Bliss=-9.56, Synergy_Loewe=-53.7, Synergy_HSA=-11.6.